From a dataset of Reaction yield outcomes from USPTO patents with 853,638 reactions. Predict the reaction yield, written as a fraction of the theoretical maximum amount of product (1.0 means a 100% yield; for example, 0.34 means a 34% yield). (1) The reactants are [Cl:1][S:2]([OH:5])(=O)=[O:3].[Br:6][C:7]1[CH:8]=[CH:9][C:10]([NH2:13])=[N:11][CH:12]=1. No catalyst specified. The product is [NH2:13][C:10]1[C:9]([S:2]([Cl:1])(=[O:5])=[O:3])=[CH:8][C:7]([Br:6])=[CH:12][N:11]=1. The yield is 0.770. (2) The reactants are Br[C:2]1[CH:16]=[CH:15][C:5]([C:6]([C@@H:8]2[CH2:10][C@H:9]2[C:11]([O:13][CH3:14])=[O:12])=[O:7])=[CH:4][CH:3]=1.[NH2:17][C:18]1[CH:23]=[CH:22][C:21](B(O)O)=[CH:20][CH:19]=1.C([O-])([O-])=O.[Na+].[Na+].ClCCl. The catalyst is CCOC(C)=O.C1C=CC(P(C2C=CC=CC=2)[C-]2C=CC=C2)=CC=1.C1C=CC(P(C2C=CC=CC=2)[C-]2C=CC=C2)=CC=1.Cl[Pd]Cl.[Fe+2].CCO.C1(C)C=CC=CC=1. The product is [NH2:17][C:18]1[CH:23]=[CH:22][C:21]([C:2]2[CH:16]=[CH:15][C:5]([C:6]([C@@H:8]3[CH2:10][C@H:9]3[C:11]([O:13][CH3:14])=[O:12])=[O:7])=[CH:4][CH:3]=2)=[CH:20][CH:19]=1. The yield is 0.660. (3) The reactants are CC1C=CC(S([N:11]2[CH:15]=[C:14]([CH:16]=O)[CH:13]=[N:12]2)(=O)=O)=CC=1.[NH2:18][C:19]1[CH:24]=[CH:23][C:22]([Cl:25])=[CH:21][C:20]=1[CH2:26][C:27]([O-:29])=O.[NH2:18][C:19]1[CH:24]=[CH:23][C:22]([Cl:25])=[CH:21][C:20]=1[CH2:26][C:27]([O-:29])=O.[Ba+2].[SiH](CC)(CC)CC. The catalyst is C(O)(C(F)(F)F)=O.C(Cl)Cl.O. The product is [Cl:25][C:22]1[CH:21]=[C:20]2[C:19](=[CH:24][CH:23]=1)[N:18]([CH2:16][C:14]1[CH:15]=[N:11][NH:12][CH:13]=1)[C:27](=[O:29])[CH2:26]2. The yield is 0.0600. (4) The catalyst is CN(C=O)C.CO.C(Cl)(Cl)Cl. The yield is 0.800. The product is [Cl:1][C:2]1[N:10]=[C:9]2[C:5]([N:6]=[CH:7][N:8]2[CH2:19][C:20]2[CH:27]=[CH:26][C:23]([CH2:24][OH:25])=[CH:22][CH:21]=2)=[C:4]([NH2:11])[N:3]=1. The reactants are [Cl:1][C:2]1[N:10]=[C:9]2[C:5]([NH:6][CH:7]=[N:8]2)=[C:4]([NH2:11])[N:3]=1.C([O-])([O-])=O.[K+].[K+].Cl[CH2:19][C:20]1[CH:27]=[CH:26][C:23]([CH2:24][OH:25])=[CH:22][CH:21]=1.O. (5) The reactants are [NH2:1][CH2:2][C:3]1[CH:8]=[N:7][CH:6]=[CH:5][N:4]=1.[C:9]([O:13][C:14](O[C:14]([O:13][C:9]([CH3:12])([CH3:11])[CH3:10])=[O:15])=[O:15])([CH3:12])([CH3:11])[CH3:10]. The catalyst is C(O)(C)C. The product is [C:9]([O:13][C:14](=[O:15])[NH:1][CH2:2][C:3]1[CH:8]=[N:7][CH:6]=[CH:5][N:4]=1)([CH3:12])([CH3:11])[CH3:10]. The yield is 1.00.